Task: Predict the product of the given reaction.. Dataset: Forward reaction prediction with 1.9M reactions from USPTO patents (1976-2016) (1) Given the reactants Cl.Cl.[NH2:3][CH:4]1[CH2:9][CH2:8][N:7]([CH2:10][C@@H:11]2[N:22]3[C:23]4[C:14](=[C:15]([F:25])[CH:16]=[N:17][C:18]=4[CH:19]=[CH:20][C:21]3=[O:24])[O:13][CH2:12]2)[CH2:6][CH2:5]1.[S:26]1[C:34]2[CH:33]=[C:32]([CH:35]=O)[N:31]=[CH:30][C:29]=2[O:28][CH2:27]1, predict the reaction product. The product is: [F:25][C:15]1[CH:16]=[N:17][C:18]2[CH:19]=[CH:20][C:21](=[O:24])[N:22]3[C@@H:11]([CH2:10][N:7]4[CH2:6][CH2:5][CH:4]([NH:3][CH2:35][C:32]5[N:31]=[CH:30][C:29]6[O:28][CH2:27][S:26][C:34]=6[CH:33]=5)[CH2:9][CH2:8]4)[CH2:12][O:13][C:14]=1[C:23]=23. (2) Given the reactants [CH3:1][C:2]1[CH:7]=[CH:6][CH:5]=[CH:4][C:3]=1[N:8]1[C:12](=[O:13])[C:11]([C:14]([O:16][CH2:17][CH3:18])=[O:15])=[CH:10][NH:9]1.F[C:20](F)(F)S(OC)(=O)=O, predict the reaction product. The product is: [CH3:20][N:9]1[CH:10]=[C:11]([C:14]([O:16][CH2:17][CH3:18])=[O:15])[C:12](=[O:13])[N:8]1[C:3]1[CH:4]=[CH:5][CH:6]=[CH:7][C:2]=1[CH3:1]. (3) Given the reactants I[C:2]1[S:3][CH:4]=[CH:5][CH:6]=1.[F:7][C:8]1[CH:13]=[CH:12][C:11](B(O)O)=[CH:10][CH:9]=1, predict the reaction product. The product is: [F:7][C:8]1[CH:13]=[CH:12][C:11]([C:2]2[S:3][CH:4]=[CH:5][CH:6]=2)=[CH:10][CH:9]=1. (4) Given the reactants [F:1][C:2]1[CH:19]=[C:18]2[C:5]([CH2:6][C:7]3[C:15]4[CH:14]=[CH:13][C:12]([O:16][CH3:17])=[CH:11][C:10]=4[NH:9][C:8]=32)=[CH:4][CH:3]=1.[OH-].[Na+].I[CH3:23], predict the reaction product. The product is: [F:1][C:2]1[CH:19]=[C:18]2[C:5]([CH2:6][C:7]3[C:15]4[CH:14]=[CH:13][C:12]([O:16][CH3:17])=[CH:11][C:10]=4[N:9]([CH3:23])[C:8]=32)=[CH:4][CH:3]=1.[F:1][C:2]1[CH:19]=[C:18]2[C:5]([CH2:6][C:7]3[C:15]4[CH:14]=[CH:13][C:12]([O:16][CH3:17])=[CH:11][C:10]=4[NH:9][C:8]=32)=[CH:4][CH:3]=1. (5) Given the reactants [CH2:1]([O:3][C:4](=[O:20])[CH:5]([O:17][CH2:18][CH3:19])[CH2:6][C:7]1[CH:8]=[C:9]2[C:13](=[CH:14][CH:15]=1)[NH:12][CH:11]=[C:10]2[CH3:16])[CH3:2].Cl[CH2:22][C:23]1[N:24]=[C:25]([C:29]2[CH:34]=[CH:33][C:32]([F:35])=[C:31]([CH3:36])[CH:30]=2)[O:26][C:27]=1[CH3:28], predict the reaction product. The product is: [CH2:1]([O:3][C:4](=[O:20])[CH:5]([O:17][CH2:18][CH3:19])[CH2:6][C:7]1[CH:8]=[C:9]2[C:13](=[CH:14][CH:15]=1)[N:12]([CH2:22][C:23]1[N:24]=[C:25]([C:29]3[CH:34]=[CH:33][C:32]([F:35])=[C:31]([CH3:36])[CH:30]=3)[O:26][C:27]=1[CH3:28])[CH:11]=[C:10]2[CH3:16])[CH3:2]. (6) Given the reactants [CH3:1][C@@H:2]1[NH:7][CH2:6][CH2:5][N:4]([C:8]([O:10][C:11]([CH3:14])([CH3:13])[CH3:12])=[O:9])[CH2:3]1.[S:15](N)([NH2:18])(=[O:17])=[O:16], predict the reaction product. The product is: [NH2:18][S:15]([N:7]1[CH2:6][CH2:5][N:4]([C:8]([O:10][C:11]([CH3:13])([CH3:12])[CH3:14])=[O:9])[CH2:3][C@@H:2]1[CH3:1])(=[O:17])=[O:16]. (7) Given the reactants Br[C:2]1[CH:7]=[CH:6][C:5]([C:8]([CH3:11])([CH3:10])[CH3:9])=[CH:4][CH:3]=1.[CH:12]([C:14]1[O:18][C:17](B(O)O)=[CH:16][CH:15]=1)=[O:13].C(=O)([O-])[O-].[Na+].[Na+], predict the reaction product. The product is: [C:8]([C:5]1[CH:6]=[CH:7][C:2]([C:17]2[O:18][C:14]([CH:12]=[O:13])=[CH:15][CH:16]=2)=[CH:3][CH:4]=1)([CH3:11])([CH3:10])[CH3:9].